The task is: Predict the product of the given reaction.. This data is from Forward reaction prediction with 1.9M reactions from USPTO patents (1976-2016). (1) Given the reactants [NH2:1][C:2]1[CH:7]=[CH:6][C:5]([N:8]2[C:14](=[O:15])[CH2:13][C:12](=[O:16])[NH:11][C:10]3[C:17]4[C:22]([CH:23]=[CH:24][C:9]2=3)=[CH:21][CH:20]=[CH:19][CH:18]=4)=[CH:4][CH:3]=1.[C:25]([C:28]1[CH:36]=[CH:35][CH:34]=[CH:33][C:29]=1[C:30](Cl)=[O:31])(=[O:27])[CH3:26].CC1C(C)=CC=CC=1C(NC1C=CC(N2C(=O)CC(=O)NC3C4C(C=CC2=3)=CC=CC=4)=CC=1OC)=O, predict the reaction product. The product is: [C:25]([C:28]1[CH:36]=[CH:35][CH:34]=[CH:33][C:29]=1[C:30]([NH:1][C:2]1[CH:7]=[CH:6][C:5]([N:8]2[C:14](=[O:15])[CH2:13][C:12](=[O:16])[NH:11][C:10]3[C:17]4[C:22]([CH:23]=[CH:24][C:9]2=3)=[CH:21][CH:20]=[CH:19][CH:18]=4)=[CH:4][CH:3]=1)=[O:31])(=[O:27])[CH3:26]. (2) Given the reactants [CH:1]1([NH:6][C:7]2[CH:8]=[CH:9][CH:10]=[C:11]3[C:15]=2[NH:14][C:13]([C:16]2[S:17][CH2:18][C@@H:19]([CH2:21][C:22]([OH:24])=O)[N:20]=2)=[CH:12]3)[CH2:5][CH2:4][CH2:3][CH2:2]1.O[NH:26][C:27]([CH:29]1[CH2:33][CH2:32][CH2:31][CH2:30]1)=[NH:28].O, predict the reaction product. The product is: [CH:1]1([NH:6][C:7]2[CH:8]=[CH:9][CH:10]=[C:11]3[C:15]=2[NH:14][C:13]([C:16]2[S:17][CH2:18][C@@H:19]([CH2:21][C:22]4[O:24][N:28]=[C:27]([CH:29]5[CH2:33][CH2:32][CH2:31][CH2:30]5)[N:26]=4)[N:20]=2)=[CH:12]3)[CH2:5][CH2:4][CH2:3][CH2:2]1. (3) Given the reactants [CH2:1]([NH:8][C:9]1[CH:10]=[C:11]2[C:15](=[CH:16][C:17]=1[N+:18]([O-])=O)[N:14]([C:21]([C:34]1[CH:39]=[CH:38][CH:37]=[CH:36][CH:35]=1)([C:28]1[CH:33]=[CH:32][CH:31]=[CH:30][CH:29]=1)[C:22]1[CH:27]=[CH:26][CH:25]=[CH:24][CH:23]=1)[N:13]=[CH:12]2)[C:2]1[CH:7]=[CH:6][CH:5]=[CH:4][CH:3]=1, predict the reaction product. The product is: [CH2:1]([NH:8][C:9]1[CH:10]=[C:11]2[C:15](=[CH:16][C:17]=1[NH2:18])[N:14]([C:21]([C:22]1[CH:27]=[CH:26][CH:25]=[CH:24][CH:23]=1)([C:28]1[CH:29]=[CH:30][CH:31]=[CH:32][CH:33]=1)[C:34]1[CH:39]=[CH:38][CH:37]=[CH:36][CH:35]=1)[N:13]=[CH:12]2)[C:2]1[CH:3]=[CH:4][CH:5]=[CH:6][CH:7]=1. (4) Given the reactants C[O:2][C:3](=[O:33])[CH2:4][O:5][C:6]1[CH:11]=[CH:10][C:9]([C:12]2[NH:16][C:15]3[CH:17]=[C:18]([C:21](=[O:31])[NH:22][C:23]4[CH:28]=[CH:27][C:26]([CH3:29])=[C:25]([CH3:30])[CH:24]=4)[CH:19]=[CH:20][C:14]=3[N:13]=2)=[C:8]([Cl:32])[CH:7]=1.[OH-].[Na+].Cl, predict the reaction product. The product is: [Cl:32][C:8]1[CH:7]=[C:6]([CH:11]=[CH:10][C:9]=1[C:12]1[NH:16][C:15]2[CH:17]=[C:18]([C:21](=[O:31])[NH:22][C:23]3[CH:28]=[CH:27][C:26]([CH3:29])=[C:25]([CH3:30])[CH:24]=3)[CH:19]=[CH:20][C:14]=2[N:13]=1)[O:5][CH2:4][C:3]([OH:33])=[O:2]. (5) Given the reactants [F:1][C:2]1[C:3]([O:16][CH3:17])=[CH:4][CH:5]=[C:6]2[C:10]=1[C:9](=[C:11]([C:14]#[N:15])[C:12]#[N:13])[CH2:8][CH2:7]2.[CH3:18][Mg]Br.C(OCC)C, predict the reaction product. The product is: [F:1][C:2]1[C:3]([O:16][CH3:17])=[CH:4][CH:5]=[C:6]2[C:10]=1[C:9]([CH:11]([C:12]#[N:13])[C:14]#[N:15])([CH3:18])[CH2:8][CH2:7]2.